Predict the reaction yield, written as a fraction of the theoretical maximum amount of product (1.0 means a 100% yield; for example, 0.34 means a 34% yield). From a dataset of Reaction yield outcomes from USPTO patents with 853,638 reactions. (1) The reactants are [I:1][C:2]1[CH:10]=[CH:9][C:8]2[NH:7][C:6]3[CH2:11][CH2:12][N:13]([CH3:15])[CH2:14][C:5]=3[C:4]=2[CH:3]=1.[OH-].[K+].[CH3:18][C:19]1[CH:24]=[CH:23][C:22]([CH:25]=[CH2:26])=[CH:21][N:20]=1. The catalyst is CN1CCCC1=O.O. The product is [I:1][C:2]1[CH:10]=[CH:9][C:8]2[N:7]([CH2:26][CH2:25][C:22]3[CH:21]=[N:20][C:19]([CH3:18])=[CH:24][CH:23]=3)[C:6]3[CH2:11][CH2:12][N:13]([CH3:15])[CH2:14][C:5]=3[C:4]=2[CH:3]=1. The yield is 0.152. (2) The reactants are [C:1]1(N)[CH:6]=[CH:5][CH:4]=[CH:3][C:2]=1N.[N:9]1[CH:14]=CC=CC=1.C(OC(=O)C)(=[O:17])C. The catalyst is CN(C)C1C=CN=CC=1.C(OCC)(=O)C. The product is [C:14]([NH2:9])(=[O:17])[C:1]1[CH:6]=[CH:5][CH:4]=[CH:3][CH:2]=1. The yield is 0.490. (3) The reactants are [Cl:1][C:2]1[CH:3]=[C:4]([NH:9][C:10]2[C:19]3[C:14](=[CH:15][CH:16]=[C:17]([CH2:20][CH2:21][CH2:22][OH:23])[CH:18]=3)[N:13]=[C:12]([C:24]3[CH:25]=[N:26][CH:27]=[CH:28][CH:29]=3)[N:11]=2)[CH:5]=[CH:6][C:7]=1[F:8].C(N(CC)CC)C.[CH3:37][S:38](Cl)(=[O:40])=[O:39].O. The catalyst is C(Cl)Cl. The product is [CH3:37][S:38]([O:23][CH2:22][CH2:21][CH2:20][C:17]1[CH:18]=[C:19]2[C:14](=[CH:15][CH:16]=1)[N:13]=[C:12]([C:24]1[CH:25]=[N:26][CH:27]=[CH:28][CH:29]=1)[N:11]=[C:10]2[NH:9][C:4]1[CH:5]=[CH:6][C:7]([F:8])=[C:2]([Cl:1])[CH:3]=1)(=[O:40])=[O:39]. The yield is 0.910. (4) The reactants are O=C1N(C2CCNCC2)CC2C(=CC=CC=2)N1.Cl[C:19]1[C:27]2[NH:26][N:25]=[CH:24][C:23]=2[C:22]2[CH2:28][N:29]([CH2:54][C:55]([CH3:58])([CH3:57])[CH3:56])[C:30](=[O:53])[C@@H:31]([CH2:33][C:34](=[O:52])[N:35]3[CH2:40][CH2:39][CH:38]([N:41]4[CH2:50][C:49]5[C:44](=[CH:45][CH:46]=[CH:47][CH:48]=5)[NH:43][C:42]4=[O:51])[CH2:37][CH2:36]3)[CH2:32][C:21]=2[CH:20]=1. No catalyst specified. The product is [CH3:56][C:55]([CH3:58])([CH3:57])[CH2:54][N:29]1[CH2:28][C:22]2[C:23]3[CH:24]=[N:25][NH:26][C:27]=3[CH:19]=[CH:20][C:21]=2[CH2:32][C@H:31]([CH2:33][C:34](=[O:52])[N:35]2[CH2:36][CH2:37][CH:38]([N:41]3[CH2:50][C:49]4[C:44](=[CH:45][CH:46]=[CH:47][CH:48]=4)[NH:43][C:42]3=[O:51])[CH2:39][CH2:40]2)[C:30]1=[O:53]. The yield is 0.320. (5) The reactants are Br[C:2]1[CH:3]=[C:4]([C:8]2([C:19]3[CH:24]=[CH:23][N:22]=[CH:21][CH:20]=3)[C:16]3[C:11](=[C:12]([F:17])[CH:13]=[CH:14][CH:15]=3)[C:10]([NH2:18])=[N:9]2)[CH:5]=[CH:6][CH:7]=1.[F:25][C:26]1[C:31]([O:32][CH3:33])=[CH:30][CH:29]=[CH:28][C:27]=1B(O)O. No catalyst specified. The product is [F:17][C:12]1[CH:13]=[CH:14][CH:15]=[C:16]2[C:11]=1[C:10]([NH2:18])=[N:9][C:8]2([C:4]1[CH:3]=[C:2]([C:27]2[CH:28]=[CH:29][CH:30]=[C:31]([O:32][CH3:33])[C:26]=2[F:25])[CH:7]=[CH:6][CH:5]=1)[C:19]1[CH:20]=[CH:21][N:22]=[CH:23][CH:24]=1. The yield is 0.280.